From a dataset of Catalyst prediction with 721,799 reactions and 888 catalyst types from USPTO. Predict which catalyst facilitates the given reaction. (1) Reactant: [CH3:1][O:2][C:3](=[O:16])[C@@H:4]([NH:8][C:9]([O:11][C:12]([CH3:15])([CH3:14])[CH3:13])=[O:10])[CH2:5][CH2:6]O.C(Br)(Br)(Br)[Br:18].C1(P(C2C=CC=CC=2)C2C=CC=CC=2)C=CC=CC=1. Product: [CH3:1][O:2][C:3](=[O:16])[C@@H:4]([NH:8][C:9]([O:11][C:12]([CH3:15])([CH3:14])[CH3:13])=[O:10])[CH2:5][CH2:6][Br:18]. The catalyst class is: 4. (2) Reactant: C(O)(=O)C(O)=O.CS(C)=O.[CH2:11]([N:18]([CH2:26][C:27]1[CH:32]=[CH:31][CH:30]=[CH:29][CH:28]=1)[CH:19]1[CH2:24][CH2:23][CH:22]([OH:25])[CH2:21][CH2:20]1)[C:12]1[CH:17]=[CH:16][CH:15]=[CH:14][CH:13]=1.CCN(CC)CC. Product: [CH2:26]([N:18]([CH2:11][C:12]1[CH:17]=[CH:16][CH:15]=[CH:14][CH:13]=1)[CH:19]1[CH2:20][CH2:21][C:22](=[O:25])[CH2:23][CH2:24]1)[C:27]1[CH:28]=[CH:29][CH:30]=[CH:31][CH:32]=1. The catalyst class is: 2. (3) Reactant: [C:1]([C:3]1[CH:4]=[C:5]([NH2:9])[CH:6]=[CH:7][CH:8]=1)#[CH:2].[CH3:10][C:11]([O:14][C:15](O[C:15]([O:14][C:11]([CH3:13])([CH3:12])[CH3:10])=[O:16])=[O:16])([CH3:13])[CH3:12]. Product: [C:11]([O:14][C:15](=[O:16])[NH:9][C:5]1[CH:6]=[CH:7][CH:8]=[C:3]([C:1]#[CH:2])[CH:4]=1)([CH3:13])([CH3:12])[CH3:10]. The catalyst class is: 56. (4) Reactant: [Br:1][C:2]1[CH:3]=[C:4]([CH2:8]O)[CH:5]=[N:6][CH:7]=1.S(Cl)([Cl:12])=O. Product: [ClH:12].[Br:1][C:2]1[CH:7]=[N:6][CH:5]=[C:4]([CH2:8][Cl:12])[CH:3]=1. The catalyst class is: 27. (5) Reactant: CCCC[N+](CCCC)(CCCC)CCCC.[F-].[O:19]1[C:23]2[CH:24]=[CH:25][C:26]([C:28]#[C:29][C@@H:30]3[C@H:34]4[O:35][CH2:36][C@@H:37]([O:38][Si](C(C)(C)C)(C)C)[C@H:33]4[O:32][CH2:31]3)=[CH:27][C:22]=2[O:21][CH2:20]1. Product: [O:19]1[C:23]2[CH:24]=[CH:25][C:26]([C:28]#[C:29][C@@H:30]3[C@H:34]4[O:35][CH2:36][C@@H:37]([OH:38])[C@H:33]4[O:32][CH2:31]3)=[CH:27][C:22]=2[O:21][CH2:20]1. The catalyst class is: 1. (6) Reactant: [C:1]([C:4]1[C:9]([N+:10]([O-:12])=[O:11])=[C:8]([CH3:13])[CH:7]=[CH:6][N:5]=1)([CH3:3])=[CH2:2].C(OC(C(F)(F)F)=O)(C(F)(F)F)=[O:15].O. Product: [C:1]([C:4]1[C:9]([N+:10]([O-:12])=[O:11])=[C:8]([CH3:13])[CH:7]=[CH:6][N+:5]=1[O-:15])([CH3:3])=[CH2:2]. The catalyst class is: 2. (7) Reactant: [CH3:1][C:2]([CH3:26])([C:23]([O-:25])=[O:24])[C:3]([O:5][C:6]1[C:7]([F:22])=[C:8]([C:16]2[CH:21]=[CH:20][CH:19]=[CH:18][CH:17]=2)[C:9]([CH3:15])=[C:10]([C:13]#[N:14])[C:11]=1[NH2:12])=O.O.[C:28]1([CH3:38])[CH:33]=[CH:32][C:31](S(O)(=O)=O)=[CH:30][CH:29]=1.C1(C)C=CC=CC=1. Product: [C:13]([C:10]1[C:11]2[N:12]=[C:3]([C:2]([CH3:26])([CH3:1])[C:23]([O:25][CH2:38][C:28]3[CH:33]=[CH:32][CH:31]=[CH:30][CH:29]=3)=[O:24])[O:5][C:6]=2[C:7]([F:22])=[C:8]([C:16]2[CH:17]=[CH:18][CH:19]=[CH:20][CH:21]=2)[C:9]=1[CH3:15])#[N:14]. The catalyst class is: 13. (8) Reactant: [C:1]([O:5][C:6](=[O:28])[NH:7][C@H:8]([C:10]1[N:19]([C:20]2[CH:25]=[CH:24][CH:23]=[CH:22][CH:21]=2)[C:18](=[O:26])[C:17]2[C:12](=[CH:13][CH:14]=[CH:15][C:16]=2Br)[N:11]=1)[CH3:9])([CH3:4])([CH3:3])[CH3:2].[CH3:29][N:30]1C(=O)CCC1. The catalyst class is: 507. Product: [C:1]([O:5][C:6](=[O:28])[NH:7][C@H:8]([C:10]1[N:19]([C:20]2[CH:25]=[CH:24][CH:23]=[CH:22][CH:21]=2)[C:18](=[O:26])[C:17]2[C:12](=[CH:13][CH:14]=[CH:15][C:16]=2[C:29]#[N:30])[N:11]=1)[CH3:9])([CH3:4])([CH3:3])[CH3:2]. (9) Reactant: [CH3:1][O:2][C:3]1[NH:7][N:6]=[CH:5][C:4]=1[N+:8]([O-:10])=[O:9].[C:11]([O:15][C:16](O[C:16]([O:15][C:11]([CH3:14])([CH3:13])[CH3:12])=[O:17])=[O:17])([CH3:14])([CH3:13])[CH3:12].C(N(CC)CC)C. Product: [CH3:1][O:2][C:3]1[C:4]([N+:8]([O-:10])=[O:9])=[CH:5][N:6]([C:16]([O:15][C:11]([CH3:14])([CH3:13])[CH3:12])=[O:17])[N:7]=1. The catalyst class is: 143.